Task: Predict the reaction yield, written as a fraction of the theoretical maximum amount of product (1.0 means a 100% yield; for example, 0.34 means a 34% yield).. Dataset: Reaction yield outcomes from USPTO patents with 853,638 reactions (1) The reactants are I[C:2]1[C:10]2[C:5](=[N:6][CH:7]=[CH:8][CH:9]=2)[N:4]([Si:11]([CH:18]([CH3:20])[CH3:19])([CH:15]([CH3:17])[CH3:16])[CH:12]([CH3:14])[CH3:13])[CH:3]=1.C([Mg]Cl)(C)C.[C:26]([O:30][C:31](=[O:49])[N:32]([CH2:41][C:42]1[CH:47]=[CH:46][C:45]([Cl:48])=[CH:44][CH:43]=1)[C:33]1[S:34][C:35]([CH:39]=[O:40])=[C:36]([Cl:38])[N:37]=1)([CH3:29])([CH3:28])[CH3:27].O. The catalyst is O1CCCC1. The product is [C:26]([O:30][C:31](=[O:49])[N:32]([CH2:41][C:42]1[CH:47]=[CH:46][C:45]([Cl:48])=[CH:44][CH:43]=1)[C:33]1[S:34][C:35]([CH:39]([OH:40])[C:2]2[C:10]3[C:5](=[N:6][CH:7]=[CH:8][CH:9]=3)[N:4]([Si:11]([CH:18]([CH3:20])[CH3:19])([CH:15]([CH3:17])[CH3:16])[CH:12]([CH3:14])[CH3:13])[CH:3]=2)=[C:36]([Cl:38])[N:37]=1)([CH3:29])([CH3:27])[CH3:28]. The yield is 0.500. (2) The reactants are [NH2:1][C:2]1[CH:3]=[C:4](B(O)O)[CH:5]=[CH:6][CH:7]=1.Br[C:12]1[CH:13]=[CH:14][C:15]([F:21])=[C:16]([N+:18]([O-:20])=[O:19])[CH:17]=1.C(=O)(O)[O-].[Na+]. The catalyst is C1(C)C=CC=CC=1.C1C=CC([P]([Pd]([P](C2C=CC=CC=2)(C2C=CC=CC=2)C2C=CC=CC=2)([P](C2C=CC=CC=2)(C2C=CC=CC=2)C2C=CC=CC=2)[P](C2C=CC=CC=2)(C2C=CC=CC=2)C2C=CC=CC=2)(C2C=CC=CC=2)C2C=CC=CC=2)=CC=1. The product is [F:21][C:15]1[CH:14]=[CH:13][C:12]([C:4]2[CH:5]=[CH:6][CH:7]=[C:2]([NH2:1])[CH:3]=2)=[CH:17][C:16]=1[N+:18]([O-:20])=[O:19]. The yield is 0.920. (3) The reactants are [CH3:1][C:2]1[N:7]=[C:6]([C:8]([NH:10][C:11]2[C:12]([C:22]([O:24]C)=[O:23])=[N:13][N:14]([CH:16]3[CH2:21][CH2:20][CH2:19][CH2:18][O:17]3)[CH:15]=2)=[O:9])[CH:5]=[CH:4][CH:3]=1.Cl. The catalyst is C1COCC1.CO.[OH-].[Na+].O. The product is [CH3:1][C:2]1[N:7]=[C:6]([C:8]([NH:10][C:11]2[C:12]([C:22]([OH:24])=[O:23])=[N:13][N:14]([CH:16]3[CH2:21][CH2:20][CH2:19][CH2:18][O:17]3)[CH:15]=2)=[O:9])[CH:5]=[CH:4][CH:3]=1. The yield is 0.920. (4) The reactants are [F:1][CH2:2][CH2:3][O:4][C:5]1[CH:10]=[CH:9][C:8]([NH:11][C:12](=[O:24])[NH:13][CH2:14][CH2:15][NH:16]C(=O)OC(C)(C)C)=[CH:7][CH:6]=1.[ClH:25].O1CCOCC1. The catalyst is C(Cl)Cl.CO. The product is [ClH:25].[NH2:16][CH2:15][CH2:14][NH:13][C:12]([NH:11][C:8]1[CH:9]=[CH:10][C:5]([O:4][CH2:3][CH2:2][F:1])=[CH:6][CH:7]=1)=[O:24]. The yield is 1.00. (5) The reactants are C(Cl)(=O)[C:2](Cl)=[O:3].[Cl:7][C:8]1[CH:16]=[CH:15][CH:14]=[CH:13][C:9]=1[C:10]([NH2:12])=[O:11].[NH2:17][C:18]1[S:19][C:20]2[CH:26]=[C:25]([S:27][C:28]([CH3:52])([CH3:51])[CH2:29][N:30]([CH:48]([CH3:50])[CH3:49])[C:31](=[O:47])[O:32][CH2:33][CH:34]3[C:46]4[CH:45]=[CH:44][CH:43]=[CH:42][C:41]=4[C:40]4[C:35]3=[CH:36][CH:37]=[CH:38][CH:39]=4)[CH:24]=[CH:23][C:21]=2[N:22]=1. The catalyst is ClCCCl.O1CCOCC1. The product is [Cl:7][C:8]1[CH:16]=[CH:15][CH:14]=[CH:13][C:9]=1[C:10]([NH:12][C:2](=[O:3])[NH:17][C:18]1[S:19][C:20]2[CH:26]=[C:25]([S:27][C:28]([CH3:51])([CH3:52])[CH2:29][N:30]([CH:48]([CH3:49])[CH3:50])[C:31](=[O:47])[O:32][CH2:33][CH:34]3[C:35]4[CH:36]=[CH:37][CH:38]=[CH:39][C:40]=4[C:41]4[C:46]3=[CH:45][CH:44]=[CH:43][CH:42]=4)[CH:24]=[CH:23][C:21]=2[N:22]=1)=[O:11]. The yield is 1.31. (6) The reactants are [C:1]([NH:6][C:7]1[CH:8]=[C:9]([C:13]2[N:22]=[C:21]([NH:23][C:24]3[CH:25]=[C:26]4[C:30](=[CH:31][CH:32]=3)[N:29](C(OC(C)(C)C)=O)[N:28]=[CH:27]4)[C:20]3[C:15](=[CH:16][C:17]([O:44][CH3:45])=[C:18]([O:40][CH2:41][CH2:42][Cl:43])[CH:19]=3)[N:14]=2)[CH:10]=[CH:11][CH:12]=1)(=[O:5])[CH2:2][CH2:3][CH3:4].[CH3:46][N:47]1[CH2:52][CH2:51][NH:50][CH2:49][CH2:48]1. The catalyst is CS(C)=O. The product is [ClH:43].[ClH:43].[NH:29]1[C:30]2[C:26](=[CH:25][C:24]([NH:23][C:21]3[C:20]4[C:15](=[CH:16][C:17]([O:44][CH3:45])=[C:18]([O:40][CH2:41][CH2:42][N:50]5[CH2:51][CH2:52][N:47]([CH3:46])[CH2:48][CH2:49]5)[CH:19]=4)[N:14]=[C:13]([C:9]4[CH:8]=[C:7]([NH:6][C:1](=[O:5])[CH2:2][CH2:3][CH3:4])[CH:12]=[CH:11][CH:10]=4)[N:22]=3)=[CH:32][CH:31]=2)[CH:27]=[N:28]1. The yield is 0.430.